Dataset: Catalyst prediction with 721,799 reactions and 888 catalyst types from USPTO. Task: Predict which catalyst facilitates the given reaction. (1) Reactant: [CH2:1]([CH:9]([CH2:16][CH2:17][CH2:18][CH2:19][CH2:20][CH2:21][CH2:22][CH3:23])[CH2:10][C:11]([O:13]CC)=[O:12])[CH2:2][CH2:3][CH2:4][CH2:5][CH2:6][CH2:7][CH3:8].[OH-].[Na+].Cl. Product: [CH2:16]([CH:9]([CH2:1][CH2:2][CH2:3][CH2:4][CH2:5][CH2:6][CH2:7][CH3:8])[CH2:10][C:11]([OH:13])=[O:12])[CH2:17][CH2:18][CH2:19][CH2:20][CH2:21][CH2:22][CH3:23]. The catalyst class is: 100. (2) Reactant: [O:1]=[C:2]1[CH2:7][CH:6]([C:8](OCC)=[O:9])[CH2:5][CH2:4][N:3]1[C:13]1[CH:18]=[CH:17][CH:16]=[CH:15][CH:14]=1.[H-].[Al+3].[Li+].[H-].[H-].[H-].[Cl-].[NH4+]. Product: [OH:9][CH2:8][CH:6]1[CH2:5][CH2:4][N:3]([C:13]2[CH:18]=[CH:17][CH:16]=[CH:15][CH:14]=2)[C:2](=[O:1])[CH2:7]1. The catalyst class is: 7.